From a dataset of Reaction yield outcomes from USPTO patents with 853,638 reactions. Predict the reaction yield, written as a fraction of the theoretical maximum amount of product (1.0 means a 100% yield; for example, 0.34 means a 34% yield). (1) The reactants are [Si:1]([O:8][C@@H:9]1[C:13](=[CH2:14])[N:12]([C:15]([O:17][C:18]([CH3:21])([CH3:20])[CH3:19])=[O:16])[C@H:11]([C:22]([O:24][CH3:25])=[O:23])[CH2:10]1)([C:4]([CH3:7])([CH3:6])[CH3:5])([CH3:3])[CH3:2]. The catalyst is [Pd].CO. The product is [Si:1]([O:8][C@@H:9]1[C@H:13]([CH3:14])[N:12]([C:15]([O:17][C:18]([CH3:21])([CH3:20])[CH3:19])=[O:16])[C@H:11]([C:22]([O:24][CH3:25])=[O:23])[CH2:10]1)([C:4]([CH3:6])([CH3:7])[CH3:5])([CH3:3])[CH3:2]. The yield is 0.840. (2) The reactants are [C:1]1([N:11]2[CH2:16][CH2:15][NH:14][CH2:13][CH2:12]2)[C:10]2[C:5](=[CH:6][CH:7]=[CH:8][CH:9]=2)[CH:4]=[CH:3][CH:2]=1.Br[CH2:18][CH2:19][C:20]1[CH:21]=[CH:22][C:23]2[C:24]([CH:29]=1)=[N:25][C:26](=[O:28])[N:27]=2.C(=O)([O-])[O-].[Na+].[Na+].[I-].[Na+]. The catalyst is CC(CC(C)C)=O. The product is [C:1]1([N:11]2[CH2:16][CH2:15][N:14]([CH2:18][CH2:19][C:20]3[CH:21]=[CH:22][C:23]4[C:24]([CH:29]=3)=[N:25][C:26](=[O:28])[N:27]=4)[CH2:13][CH2:12]2)[C:10]2[C:5](=[CH:6][CH:7]=[CH:8][CH:9]=2)[CH:4]=[CH:3][CH:2]=1. The yield is 0.140. (3) The reactants are C([O:3][C:4](=[O:23])[C:5]([CH:7]1[CH2:12][CH2:11][N:10](C(OCC2C=CC=CC=2)=O)[CH2:9][CH2:8]1)=[CH2:6])C.Cl. The catalyst is O1CCOCC1. The product is [NH:10]1[CH2:11][CH2:12][CH:7]([C:5](=[CH2:6])[C:4]([OH:23])=[O:3])[CH2:8][CH2:9]1. The yield is 1.00. (4) The reactants are I[C:2]1[CH:3]=[CH:4][C:5]2[N:6]([CH:8]=[C:9]([C:11]([NH:13][CH3:14])=[O:12])[N:10]=2)[N:7]=1.C(=O)([O-])[O-].[K+].[K+].[NH2:21][C:22]1[CH:23]=[C:24]([OH:28])[CH:25]=[CH:26][CH:27]=1. The yield is 0.360. The catalyst is CN(C)C=O. The product is [NH2:21][C:22]1[CH:23]=[C:24]([CH:25]=[CH:26][CH:27]=1)[O:28][C:2]1[CH:3]=[CH:4][C:5]2[N:6]([CH:8]=[C:9]([C:11]([NH:13][CH3:14])=[O:12])[N:10]=2)[N:7]=1. (5) The reactants are C([Li])CCC.C([Mg]Cl)CCC.Br[C:13]1[CH:14]=[C:15]([CH3:22])[C:16](=[O:21])[N:17]([CH2:19][CH3:20])[CH:18]=1.[Br:23][C:24]1[CH:25]=[C:26]([C:30]([C:38]2[CH:43]=[CH:42][CH:41]=[C:40]([F:44])[C:39]=2[C:45]#[N:46])=[N:31][S@](C(C)(C)C)=O)[CH:27]=[CH:28][CH:29]=1.C(N(CC(O)=O)CC(O)=O)CN(CC(O)=O)CC(O)=O.[Cl-].[NH4+].C(OC(C)C)(=O)C.[Na+].[Cl-]. The catalyst is C1COCC1.O. The product is [NH2:46][C:45]1[C:39]2[C:38](=[CH:43][CH:42]=[CH:41][C:40]=2[F:44])[C@@:30]([C:13]2[CH:14]=[C:15]([CH3:22])[C:16](=[O:21])[N:17]([CH2:19][CH3:20])[CH:18]=2)([C:26]2[CH:27]=[CH:28][CH:29]=[C:24]([Br:23])[CH:25]=2)[N:31]=1. The yield is 0.530. (6) The reactants are C([O:8][C:9]1[C:10](=[O:23])[N:11]([CH3:22])[C:12]([C:15]2[CH:20]=[CH:19][N:18]=[C:17](Cl)[CH:16]=2)=[N:13][CH:14]=1)C1C=CC=CC=1.[BrH:24]. The catalyst is CC(O)=O. The product is [Br:24][C:17]1[CH:16]=[C:15]([C:12]2[N:11]([CH3:22])[C:10](=[O:23])[C:9]([OH:8])=[CH:14][N:13]=2)[CH:20]=[CH:19][N:18]=1. The yield is 0.623. (7) The reactants are [CH2:1]([O:8]/[N:9]=[C:10]1\[CH2:11][CH2:12][C:13]2[C:18]\1=[CH:17][CH:16]=[C:15](B(O)O)[CH:14]=2)[C:2]1[CH:7]=[CH:6][CH:5]=[CH:4][CH:3]=1.Br[C:23]1[C:24]([C:29]2[CH:34]=[CH:33][N:32]=[CH:31][CH:30]=2)=[N:25][N:26]([CH3:28])[CH:27]=1. The catalyst is C(#N)C.O. The product is [CH2:1]([O:8][N:9]=[C:10]1[C:18]2[C:13](=[CH:14][C:15]([C:23]3[C:24]([C:29]4[CH:34]=[CH:33][N:32]=[CH:31][CH:30]=4)=[N:25][N:26]([CH3:28])[CH:27]=3)=[CH:16][CH:17]=2)[CH2:12][CH2:11]1)[C:2]1[CH:7]=[CH:6][CH:5]=[CH:4][CH:3]=1. The yield is 0.800. (8) The reactants are [CH:1](O)=[O:2].C(OC(=O)C)(=O)C.[CH2:11]([O:18][NH:19][CH2:20][C:21]1([C:28]([OH:30])=[O:29])[CH2:27][CH2:26][CH2:25][CH2:24][CH2:23][CH2:22]1)[C:12]1[CH:17]=[CH:16][CH:15]=[CH:14][CH:13]=1. The catalyst is ClCCl. The product is [CH2:11]([O:18][N:19]([CH2:20][C:21]1([C:28]([OH:30])=[O:29])[CH2:27][CH2:26][CH2:25][CH2:24][CH2:23][CH2:22]1)[CH:1]=[O:2])[C:12]1[CH:17]=[CH:16][CH:15]=[CH:14][CH:13]=1. The yield is 0.520.